Dataset: Full USPTO retrosynthesis dataset with 1.9M reactions from patents (1976-2016). Task: Predict the reactants needed to synthesize the given product. (1) The reactants are: [Cl:1][C:2]1[C:7](/[C:8](/O)=[CH:9]\[C:10]2[CH:15]=[CH:14][N:13]=[C:12]([Cl:16])[N:11]=2)=[CH:6][CH:5]=[CH:4][C:3]=1[NH:18][S:19]([C:22]1[CH:27]=[C:26]([F:28])[CH:25]=[CH:24][C:23]=1[F:29])(=[O:21])=[O:20].C1C(=O)N(Br)C(=O)C1.[CH3:38][C:39]([CH3:44])([CH3:43])[C:40](=[S:42])[NH2:41]. Given the product [Cl:1][C:2]1[C:7]([C:8]2[N:41]=[C:40]([C:39]([CH3:44])([CH3:43])[CH3:38])[S:42][C:9]=2[C:10]2[CH:15]=[CH:14][N:13]=[C:12]([Cl:16])[N:11]=2)=[CH:6][CH:5]=[CH:4][C:3]=1[NH:18][S:19]([C:22]1[CH:27]=[C:26]([F:28])[CH:25]=[CH:24][C:23]=1[F:29])(=[O:21])=[O:20], predict the reactants needed to synthesize it. (2) Given the product [C:20]([O:19][C:17]([N:14]1[CH2:15][CH2:16][N:11]([C@H:8]2[CH2:9][CH2:10][C@H:5]([C:3]([OH:4])=[O:2])[CH2:6][CH2:7]2)[C:12](=[O:24])[CH2:13]1)=[O:18])([CH3:23])([CH3:21])[CH3:22], predict the reactants needed to synthesize it. The reactants are: C[O:2][C:3]([C@H:5]1[CH2:10][CH2:9][C@H:8]([N:11]2[CH2:16][CH2:15][N:14]([C:17]([O:19][C:20]([CH3:23])([CH3:22])[CH3:21])=[O:18])[CH2:13][C:12]2=[O:24])[CH2:7][CH2:6]1)=[O:4].[OH-].[Na+]. (3) Given the product [C:33]([O:32][C:30]([NH:29][CH:20]([C:21]([N:23]1[CH2:24][CH2:25][O:26][CH2:27][CH2:28]1)=[O:22])[CH2:19][C:16]1[CH:15]=[CH:14][C:13]([O:12][C:9]2[CH:10]=[CH:11][C:6]([CH2:5][CH2:4][C:3]([OH:37])=[O:2])=[CH:7][CH:8]=2)=[CH:18][CH:17]=1)=[O:31])([CH3:36])([CH3:34])[CH3:35], predict the reactants needed to synthesize it. The reactants are: C[O:2][C:3](=[O:37])[CH2:4][CH2:5][C:6]1[CH:11]=[CH:10][C:9]([O:12][C:13]2[CH:18]=[CH:17][C:16]([CH2:19][CH:20]([NH:29][C:30]([O:32][C:33]([CH3:36])([CH3:35])[CH3:34])=[O:31])[C:21]([N:23]3[CH2:28][CH2:27][O:26][CH2:25][CH2:24]3)=[O:22])=[CH:15][CH:14]=2)=[CH:8][CH:7]=1.[OH-].[Li+]. (4) Given the product [CH3:43][O:44][N:11]([CH3:10])[C:12]([C:14]1[N:15]=[C:16]2[CH:32]=[CH:31][C:30]([N:33]3[CH2:34][CH2:35][O:36][CH2:37][CH2:38]3)=[CH:29][N:17]2[C:18](=[O:28])[C:19]=1[O:20][CH2:21][C:22]1[CH:23]=[CH:24][CH:25]=[CH:26][CH:27]=1)=[O:13], predict the reactants needed to synthesize it. The reactants are: FC1C=CC(CC(=O)[CH2:10][NH:11][C:12]([C:14]2[N:15]=[C:16]3[CH:32]=[CH:31][C:30]([N:33]4[CH2:38][CH2:37][O:36][CH2:35][CH2:34]4)=[CH:29][N:17]3[C:18](=[O:28])[C:19]=2[O:20][CH2:21][C:22]2[CH:27]=[CH:26][CH:25]=[CH:24][CH:23]=2)=[O:13])=CC=1.CN1CC[O:44][CH2:43]C1.ClC(OCC)=O.CN(C)O. (5) Given the product [CH:32]1([C:35]2[N:39]([CH2:2][C:3]([NH:5][C@H:6]([C:16]3[C:21]([C:22]4[CH:23]=[CH:24][C:25]([F:31])=[C:26]([CH:30]=4)[C:27]([NH2:29])=[O:28])=[CH:20][CH:19]=[CH:18][N:17]=3)[CH2:7][C:8]3[CH:13]=[C:12]([F:14])[CH:11]=[C:10]([F:15])[CH:9]=3)=[O:4])[N:38]=[C:37]([CH:40]([F:42])[F:41])[CH:36]=2)[CH2:33][CH2:34]1, predict the reactants needed to synthesize it. The reactants are: Cl[CH2:2][C:3]([NH:5][C@H:6]([C:16]1[C:21]([C:22]2[CH:23]=[CH:24][C:25]([F:31])=[C:26]([CH:30]=2)[C:27]([NH2:29])=[O:28])=[CH:20][CH:19]=[CH:18][N:17]=1)[CH2:7][C:8]1[CH:13]=[C:12]([F:14])[CH:11]=[C:10]([F:15])[CH:9]=1)=[O:4].[CH:32]1([C:35]2[NH:39][N:38]=[C:37]([CH:40]([F:42])[F:41])[CH:36]=2)[CH2:34][CH2:33]1.